This data is from Forward reaction prediction with 1.9M reactions from USPTO patents (1976-2016). The task is: Predict the product of the given reaction. Given the reactants C(N(CC)CC)C.[C:8]([N:15]1[CH2:21][CH2:20][CH2:19][NH:18][CH2:17][CH2:16]1)([O:10][C:11]([CH3:14])([CH3:13])[CH3:12])=[O:9].[Br:22][C:23]1[CH:28]=[CH:27][C:26]([S:29](Cl)(=[O:31])=[O:30])=[CH:25][C:24]=1[F:33], predict the reaction product. The product is: [Br:22][C:23]1[CH:28]=[CH:27][C:26]([S:29]([N:18]2[CH2:19][CH2:20][CH2:21][N:15]([C:8]([O:10][C:11]([CH3:14])([CH3:13])[CH3:12])=[O:9])[CH2:16][CH2:17]2)(=[O:31])=[O:30])=[CH:25][C:24]=1[F:33].